This data is from Peptide-MHC class I binding affinity with 185,985 pairs from IEDB/IMGT. The task is: Regression. Given a peptide amino acid sequence and an MHC pseudo amino acid sequence, predict their binding affinity value. This is MHC class I binding data. (1) The peptide sequence is SLMEHWALGA. The MHC is HLA-A03:01 with pseudo-sequence HLA-A03:01. The binding affinity (normalized) is 0.375. (2) The binding affinity (normalized) is 1.00. The peptide sequence is SSFIVPEFAK. The MHC is HLA-A11:01 with pseudo-sequence HLA-A11:01. (3) The peptide sequence is SLLNATDIAV. The MHC is HLA-A02:01 with pseudo-sequence HLA-A02:01. The binding affinity (normalized) is 0.841. (4) The peptide sequence is YKELCDAVY. The MHC is HLA-A26:01 with pseudo-sequence HLA-A26:01. The binding affinity (normalized) is 0. (5) The peptide sequence is DFDNLIGVR. The MHC is HLA-A31:01 with pseudo-sequence HLA-A31:01. The binding affinity (normalized) is 0.169. (6) The peptide sequence is PLFKRGWRL. The MHC is HLA-A02:01 with pseudo-sequence HLA-A02:01. The binding affinity (normalized) is 0.511. (7) The peptide sequence is IMKVVNRWL. The MHC is HLA-A03:01 with pseudo-sequence HLA-A03:01. The binding affinity (normalized) is 0.0847. (8) The peptide sequence is GQFLSFASL. The MHC is HLA-A25:01 with pseudo-sequence HLA-A25:01. The binding affinity (normalized) is 0.0847. (9) The peptide sequence is ERWHSLIKYL. The MHC is Mamu-A07 with pseudo-sequence Mamu-A07. The binding affinity (normalized) is 0.0186.